Dataset: Forward reaction prediction with 1.9M reactions from USPTO patents (1976-2016). Task: Predict the product of the given reaction. (1) Given the reactants [C:9](O[C:9]([O:11][C:12]([CH3:15])([CH3:14])[CH3:13])=[O:10])([O:11][C:12]([CH3:15])([CH3:14])[CH3:13])=[O:10].[CH2:16]([N:23]1[CH2:28][CH2:27][CH:26]([NH:29][CH2:30][C:31]2[N:32]=[CH:33][N:34]([C:36]([C:49]3[CH:54]=[CH:53][CH:52]=[CH:51][CH:50]=3)([C:43]3[CH:48]=[CH:47][CH:46]=[CH:45][CH:44]=3)[C:37]3[CH:42]=[CH:41][CH:40]=[CH:39][CH:38]=3)[CH:35]=2)[CH2:25][CH2:24]1)[C:17]1[CH:22]=[CH:21][CH:20]=[CH:19][CH:18]=1, predict the reaction product. The product is: [C:12]([O:11][C:9](=[O:10])[N:29]([CH:26]1[CH2:27][CH2:28][N:23]([CH2:16][C:17]2[CH:22]=[CH:21][CH:20]=[CH:19][CH:18]=2)[CH2:24][CH2:25]1)[CH2:30][C:31]1[N:32]=[CH:33][N:34]([C:36]([C:49]2[CH:50]=[CH:51][CH:52]=[CH:53][CH:54]=2)([C:43]2[CH:48]=[CH:47][CH:46]=[CH:45][CH:44]=2)[C:37]2[CH:38]=[CH:39][CH:40]=[CH:41][CH:42]=2)[CH:35]=1)([CH3:13])([CH3:14])[CH3:15]. (2) Given the reactants C[O:2][C:3](=[O:38])[C:4]1[CH:9]=[C:8]([C:10](=[O:26])[C:11]2[CH:16]=[CH:15][C:14]([N:17]([C:19]3[CH:24]=[CH:23][C:22]([Cl:25])=[CH:21][CH:20]=3)[CH3:18])=[CH:13][N:12]=2)[CH:7]=[CH:6][C:5]=1[N:27]1[C:31]([C:32]2[CH:37]=[CH:36][CH:35]=[CH:34][CH:33]=2)=[CH:30][N:29]=[N:28]1.[OH-].[Na+].Cl, predict the reaction product. The product is: [Cl:25][C:22]1[CH:21]=[CH:20][C:19]([N:17]([CH3:18])[C:14]2[CH:15]=[CH:16][C:11]([C:10]([C:8]3[CH:7]=[CH:6][C:5]([N:27]4[C:31]([C:32]5[CH:33]=[CH:34][CH:35]=[CH:36][CH:37]=5)=[CH:30][N:29]=[N:28]4)=[C:4]([CH:9]=3)[C:3]([OH:38])=[O:2])=[O:26])=[N:12][CH:13]=2)=[CH:24][CH:23]=1. (3) Given the reactants [OH:1][CH2:2][C@H:3]1[O:7][C:6](=[O:8])[CH2:5][CH2:4]1.CN(C)CC.C[Si](Cl)(C)C.Br[CH2:20][C:21]1[C:26]([Cl:27])=[CH:25][C:24]([C:28]2[CH:33]=[CH:32][C:31]([F:34])=[CH:30][CH:29]=2)=[CH:23][C:22]=1[Cl:35].C[Si](C)(C)[N-][Si](C)(C)C.[Li+].P(=O)(O)(O)O, predict the reaction product. The product is: [Cl:27][C:26]1[CH:25]=[C:24]([C:28]2[CH:33]=[CH:32][C:31]([F:34])=[CH:30][CH:29]=2)[CH:23]=[C:22]([Cl:35])[C:21]=1[CH2:20][C@@H:5]1[CH2:4][C@@H:3]([CH2:2][OH:1])[O:7][C:6]1=[O:8]. (4) Given the reactants Cl[C:2]1[N:7]=[C:6]([NH2:8])[C:5]([F:9])=[CH:4][N:3]=1.[S:10]1[CH:14]=[CH:13][CH:12]=[C:11]1[CH2:15][OH:16].CC([O-])(C)C.[K+].Cl, predict the reaction product. The product is: [F:9][C:5]1[C:6]([NH2:8])=[N:7][C:2]([O:16][CH2:15][C:11]2[S:10][CH:14]=[CH:13][CH:12]=2)=[N:3][CH:4]=1.